This data is from Reaction yield outcomes from USPTO patents with 853,638 reactions. The task is: Predict the reaction yield, written as a fraction of the theoretical maximum amount of product (1.0 means a 100% yield; for example, 0.34 means a 34% yield). (1) The reactants are Cl.[Cl:2][C:3]1[CH:4]=[C:5]([CH:25]=[CH:26][C:27]=1[OH:28])[NH:6][C:7]1[C:16]2[C:11](=[CH:12][CH:13]=[CH:14][C:15]=2[O:17][CH:18]2[CH2:23][CH2:22][N:21]([CH3:24])[CH2:20][CH2:19]2)[N:10]=[CH:9][N:8]=1.[F:29][C:30]1[CH:31]=[C:32]([CH:35]=[CH:36][C:37]=1[F:38])[CH2:33]Cl. No catalyst specified. The product is [Cl:2][C:3]1[CH:4]=[C:5]([CH:25]=[CH:26][C:27]=1[O:28][CH2:33][C:32]1[CH:35]=[CH:36][C:37]([F:38])=[C:30]([F:29])[CH:31]=1)[NH:6][C:7]1[C:16]2[C:11](=[CH:12][CH:13]=[CH:14][C:15]=2[O:17][CH:18]2[CH2:23][CH2:22][N:21]([CH3:24])[CH2:20][CH2:19]2)[N:10]=[CH:9][N:8]=1. The yield is 0.530. (2) The reactants are C([O:3][C:4]([C:6]1[CH:7]=[C:8]2[C:13](=[CH:14][CH:15]=1)[NH:12][CH:11]([C:16]1[CH:17]=[C:18]([C:22]3[CH:27]=[CH:26][C:25]([C:28]([CH3:31])([CH3:30])[CH3:29])=[CH:24][CH:23]=3)[CH:19]=[CH:20][CH:21]=1)[CH2:10][C:9]2([CH3:33])[CH3:32])=[O:5])C.Cl. The catalyst is C(O)C.O1CCCC1.[OH-].[Na+].O. The product is [C:28]([C:25]1[CH:24]=[CH:23][C:22]([C:18]2[CH:19]=[CH:20][CH:21]=[C:16]([CH:11]3[CH2:10][C:9]([CH3:33])([CH3:32])[C:8]4[C:13](=[CH:14][CH:15]=[C:6]([C:4]([OH:5])=[O:3])[CH:7]=4)[NH:12]3)[CH:17]=2)=[CH:27][CH:26]=1)([CH3:31])([CH3:29])[CH3:30]. The yield is 0.900. (3) The reactants are [Br:1][C:2]1[C:7]2=[N:8][O:9][N:10]=[C:6]2[C:5]([N+:11]([O-])=O)=[CH:4][CH:3]=1. The catalyst is CC(O)=O. The product is [Br:1][C:2]1[C:7]2=[N:8][O:9][N:10]=[C:6]2[C:5]([NH2:11])=[CH:4][CH:3]=1. The yield is 0.950.